From a dataset of Forward reaction prediction with 1.9M reactions from USPTO patents (1976-2016). Predict the product of the given reaction. (1) Given the reactants [OH:1][CH2:2][C:3]1([C:14]([O:16][CH2:17][CH3:18])=[O:15])[CH2:8][CH2:7][C:6]([O:9][Si](C)(C)C)=[CH:5][CH2:4]1.Cl, predict the reaction product. The product is: [OH:1][CH2:2][C:3]1([C:14]([O:16][CH2:17][CH3:18])=[O:15])[CH2:4][CH2:5][C:6](=[O:9])[CH2:7][CH2:8]1. (2) Given the reactants Cl[C:2]1[CH:11]=[N:10][C:9]2[C:4](=[CH:5][CH:6]=[C:7]([O:12][CH2:13][CH2:14][O:15][CH3:16])[CH:8]=2)[N:3]=1.CC1(C)C(C)(C)OB([C:25]2[CH:30]=[CH:29][C:28]([CH2:31][C:32]([NH:34][C:35]3[CH:39]=[C:38]([C:40]4([C:43]([F:46])([F:45])[F:44])[CH2:42][CH2:41]4)[O:37][N:36]=3)=[O:33])=[CH:27][CH:26]=2)O1.C([O-])([O-])=O.[Na+].[Na+], predict the reaction product. The product is: [CH3:16][O:15][CH2:14][CH2:13][O:12][C:7]1[CH:8]=[C:9]2[C:4](=[CH:5][CH:6]=1)[N:3]=[C:2]([C:25]1[CH:26]=[CH:27][C:28]([CH2:31][C:32]([NH:34][C:35]3[CH:39]=[C:38]([C:40]4([C:43]([F:46])([F:44])[F:45])[CH2:41][CH2:42]4)[O:37][N:36]=3)=[O:33])=[CH:29][CH:30]=1)[CH:11]=[N:10]2. (3) Given the reactants [CH3:1][C:2]([CH3:22])=[CH:3][CH2:4][CH2:5]/[C:6](/[CH3:21])=[CH:7]/[CH2:8][CH2:9]/[C:10](/[CH3:20])=[CH:11]/[CH2:12][S:13][CH2:14][C@H:15]([NH2:19])[C:16]([OH:18])=[O:17].C([O-])([O-])=O.[K+].[K+].[C:29]1(=[O:36])[O:35][C:33](=[O:34])[CH2:32][CH2:31][CH2:30]1.Cl, predict the reaction product. The product is: [C:16]([C@@H:15]([NH:19][C:29](=[O:36])[CH2:30][CH2:31][CH2:32][C:33]([OH:35])=[O:34])[CH2:14][S:13][CH2:12]/[CH:11]=[C:10](\[CH3:20])/[CH2:9][CH2:8]/[CH:7]=[C:6](\[CH3:21])/[CH2:5][CH2:4][CH:3]=[C:2]([CH3:22])[CH3:1])([OH:18])=[O:17]. (4) Given the reactants [F:1][C:2]1[C:9]([F:10])=[C:8](F)[C:7]([F:12])=[CH:6][C:3]=1[C:4]#[N:5].[OH:13][C:14]([C@H:17]1[CH2:21][CH2:20][NH:19][C@H:18]1[CH3:22])([CH3:16])[CH3:15].C(=O)([O-])[O-].[Li+].[Li+], predict the reaction product. The product is: [F:1][C:2]1[C:9]([F:10])=[C:8]([N:19]2[CH2:20][CH2:21][C@H:17]([C:14]([OH:13])([CH3:16])[CH3:15])[C@@H:18]2[CH3:22])[C:7]([F:12])=[CH:6][C:3]=1[C:4]#[N:5]. (5) The product is: [CH3:33][O:32][C:30]([C:29]1[N:18]=[CH:17][C:5]2[C:4]([C:3]=1[OH:2])=[CH:9][CH:8]=[C:7]([CH2:10][C:11]1[CH:16]=[CH:15][CH:14]=[CH:13][CH:12]=1)[CH:6]=2)=[O:31]. Given the reactants C[O:2][C:3](=O)[C:4]1[CH:9]=[CH:8][C:7]([CH2:10][C:11]2[CH:16]=[CH:15][CH:14]=[CH:13][CH:12]=2)=[CH:6][C:5]=1[CH2:17][N:18]([CH2:29][C:30]([O:32][CH3:33])=[O:31])S(C1C=CC(C)=CC=1)(=O)=O.C[O-].[Na+], predict the reaction product.